From a dataset of Peptide-MHC class II binding affinity with 134,281 pairs from IEDB. Regression. Given a peptide amino acid sequence and an MHC pseudo amino acid sequence, predict their binding affinity value. This is MHC class II binding data. (1) The peptide sequence is IVPPADKYRTFVATF. The MHC is DRB1_1001 with pseudo-sequence DRB1_1001. The binding affinity (normalized) is 0.762. (2) The peptide sequence is TVWAQSAAFPAFKPE. The MHC is DRB1_0802 with pseudo-sequence DRB1_0802. The binding affinity (normalized) is 0.765. (3) The peptide sequence is TSFIRNCARKVFNDI. The MHC is H-2-IAb with pseudo-sequence H-2-IAb. The binding affinity (normalized) is 0.389. (4) The peptide sequence is ELASDLEKLKNKIKR. The MHC is DRB1_0101 with pseudo-sequence DRB1_0101. The binding affinity (normalized) is 0.247. (5) The peptide sequence is GADATAAAAFEQFLA. The MHC is DRB1_0802 with pseudo-sequence DRB1_0802. The binding affinity (normalized) is 0.0993. (6) The peptide sequence is SQDLELSWNPNGLQAY. The MHC is HLA-DQA10101-DQB10501 with pseudo-sequence HLA-DQA10101-DQB10501. The binding affinity (normalized) is 0.369. (7) The peptide sequence is SQDLELCWNLNGLQAY. The MHC is HLA-DQA10101-DQB10501 with pseudo-sequence HLA-DQA10101-DQB10501. The binding affinity (normalized) is 0.626. (8) The peptide sequence is EEDIEIIPIKEEEY. The MHC is HLA-DPA10201-DPB10101 with pseudo-sequence HLA-DPA10201-DPB10101. The binding affinity (normalized) is 0.577.